Regression. Given two drug SMILES strings and cell line genomic features, predict the synergy score measuring deviation from expected non-interaction effect. From a dataset of NCI-60 drug combinations with 297,098 pairs across 59 cell lines. (1) Drug 1: C1CCC(C1)C(CC#N)N2C=C(C=N2)C3=C4C=CNC4=NC=N3. Drug 2: C1CN(CCN1C(=O)CCBr)C(=O)CCBr. Cell line: OVCAR-8. Synergy scores: CSS=17.4, Synergy_ZIP=-0.876, Synergy_Bliss=5.78, Synergy_Loewe=-5.88, Synergy_HSA=4.02. (2) Drug 1: CN1C(=O)N2C=NC(=C2N=N1)C(=O)N. Drug 2: C#CCC(CC1=CN=C2C(=N1)C(=NC(=N2)N)N)C3=CC=C(C=C3)C(=O)NC(CCC(=O)O)C(=O)O. Cell line: HS 578T. Synergy scores: CSS=39.0, Synergy_ZIP=-0.889, Synergy_Bliss=-5.12, Synergy_Loewe=-33.0, Synergy_HSA=-6.09. (3) Drug 1: CC1=C(C=C(C=C1)NC2=NC=CC(=N2)N(C)C3=CC4=NN(C(=C4C=C3)C)C)S(=O)(=O)N.Cl. Drug 2: CN(CCCl)CCCl.Cl. Cell line: HOP-92. Synergy scores: CSS=25.6, Synergy_ZIP=0.636, Synergy_Bliss=1.70, Synergy_Loewe=-4.16, Synergy_HSA=2.62. (4) Drug 1: C1CN1C2=NC(=NC(=N2)N3CC3)N4CC4. Drug 2: CN(C)C1=NC(=NC(=N1)N(C)C)N(C)C. Cell line: M14. Synergy scores: CSS=39.0, Synergy_ZIP=-0.783, Synergy_Bliss=-1.70, Synergy_Loewe=-1.63, Synergy_HSA=-2.55. (5) Drug 1: C(=O)(N)NO. Drug 2: CC12CCC3C(C1CCC2O)C(CC4=C3C=CC(=C4)O)CCCCCCCCCS(=O)CCCC(C(F)(F)F)(F)F. Cell line: DU-145. Synergy scores: CSS=-2.71, Synergy_ZIP=0.161, Synergy_Bliss=-3.24, Synergy_Loewe=-3.01, Synergy_HSA=-3.96. (6) Drug 1: CC1=C(C=C(C=C1)NC(=O)C2=CC=C(C=C2)CN3CCN(CC3)C)NC4=NC=CC(=N4)C5=CN=CC=C5. Drug 2: CC1CCC2CC(C(=CC=CC=CC(CC(C(=O)C(C(C(=CC(C(=O)CC(OC(=O)C3CCCCN3C(=O)C(=O)C1(O2)O)C(C)CC4CCC(C(C4)OC)O)C)C)O)OC)C)C)C)OC. Cell line: SNB-75. Synergy scores: CSS=5.28, Synergy_ZIP=1.00, Synergy_Bliss=3.56, Synergy_Loewe=-5.13, Synergy_HSA=-3.13. (7) Drug 1: CN1CCC(CC1)COC2=C(C=C3C(=C2)N=CN=C3NC4=C(C=C(C=C4)Br)F)OC. Drug 2: C1=NC2=C(N1)C(=S)N=C(N2)N. Cell line: OVCAR3. Synergy scores: CSS=42.1, Synergy_ZIP=-6.77, Synergy_Bliss=-4.65, Synergy_Loewe=-5.11, Synergy_HSA=-1.03. (8) Drug 1: CC1=C2C(C(=O)C3(C(CC4C(C3C(C(C2(C)C)(CC1OC(=O)C(C(C5=CC=CC=C5)NC(=O)OC(C)(C)C)O)O)OC(=O)C6=CC=CC=C6)(CO4)OC(=O)C)O)C)O. Drug 2: CN1C2=C(C=C(C=C2)N(CCCl)CCCl)N=C1CCCC(=O)O.Cl. Cell line: NCIH23. Synergy scores: CSS=5.17, Synergy_ZIP=-3.88, Synergy_Bliss=1.25, Synergy_Loewe=-4.14, Synergy_HSA=0.158.